From a dataset of Reaction yield outcomes from USPTO patents with 853,638 reactions. Predict the reaction yield, written as a fraction of the theoretical maximum amount of product (1.0 means a 100% yield; for example, 0.34 means a 34% yield). (1) The reactants are [H-].[Na+].[Br:3][C:4]1[CH:9]=[C:8]([CH3:10])[C:7]([OH:11])=[C:6]([CH3:12])[CH:5]=1.Br[CH2:14][C:15]([OH:17])=[O:16]. The catalyst is C1COCC1. The product is [Br:3][C:4]1[CH:9]=[C:8]([CH3:10])[C:7]([O:11][CH2:14][C:15]([OH:17])=[O:16])=[C:6]([CH3:12])[CH:5]=1. The yield is 0.850. (2) The reactants are [F:1][C:2]1([F:44])[CH2:7][C@H:6]([O:8][C:9]2[CH:14]=[C:13]([F:15])[C:12]([S:16]([N:19](CC3C=CC(OC)=CC=3OC)[C:20]3[CH:25]=[CH:24][N:23]=[CH:22][N:21]=3)(=[O:18])=[O:17])=[C:11]([F:37])[CH:10]=2)[C@@H:5]([C:38]2[N:42]([CH3:43])[N:41]=[CH:40][CH:39]=2)[CH2:4][CH2:3]1.C([SiH](CC)CC)C.FC(F)(F)C(O)=O. The catalyst is ClCCl. The product is [F:44][C:2]1([F:1])[CH2:7][C@H:6]([O:8][C:9]2[CH:14]=[C:13]([F:15])[C:12]([S:16]([NH:19][C:20]3[CH:25]=[CH:24][N:23]=[CH:22][N:21]=3)(=[O:17])=[O:18])=[C:11]([F:37])[CH:10]=2)[C@@H:5]([C:38]2[N:42]([CH3:43])[N:41]=[CH:40][CH:39]=2)[CH2:4][CH2:3]1. The yield is 0.490. (3) The reactants are [F:1][C:2]1[CH:3]=[C:4]([Cl:13])[C:5]([O:11][CH3:12])=[C:6]([C:8](=O)[CH3:9])[CH:7]=1.[NH3:14].[BH4-].[Na+]. The catalyst is C(O)C.CC(C)[O-].[Ti+4].CC(C)[O-].CC(C)[O-].CC(C)[O-]. The product is [F:1][C:2]1[CH:3]=[C:4]([Cl:13])[C:5]([O:11][CH3:12])=[C:6]([CH:8]([NH2:14])[CH3:9])[CH:7]=1. The yield is 0.890.